Task: Predict the product of the given reaction.. Dataset: Forward reaction prediction with 1.9M reactions from USPTO patents (1976-2016) (1) Given the reactants [C:1]([O:5][C:6](=[O:24])[NH:7][CH:8]1[CH2:13][CH2:12][CH:11]([CH3:14])[N:10]([C:15]2[CH:20]=[CH:19][N:18]=[CH:17][C:16]=2[N+:21]([O-])=O)[CH2:9]1)([CH3:4])([CH3:3])[CH3:2], predict the reaction product. The product is: [C:1]([O:5][C:6](=[O:24])[NH:7][CH:8]1[CH2:13][CH2:12][CH:11]([CH3:14])[N:10]([C:15]2[CH:20]=[CH:19][N:18]=[CH:17][C:16]=2[NH2:21])[CH2:9]1)([CH3:2])([CH3:3])[CH3:4]. (2) Given the reactants [C:1]([C:4]1[C:5](=[O:27])[O:6][C:7]2[C:12]([CH:13]=1)=[CH:11][CH:10]=[C:9]([N:14]1[CH2:19][CH2:18][N:17]([C:20]([O:22][C:23]([CH3:26])([CH3:25])[CH3:24])=[O:21])[CH2:16][CH2:15]1)[CH:8]=2)(=O)[CH3:2].COC(OC)[N:31]([CH3:33])C.[NH:36]1CCCC1.NN, predict the reaction product. The product is: [O:27]=[C:5]1[C:4]([C:1]2[CH:2]=[CH:33][NH:31][N:36]=2)=[CH:13][C:12]2[C:7](=[CH:8][C:9]([N:14]3[CH2:19][CH2:18][N:17]([C:20]([O:22][C:23]([CH3:24])([CH3:26])[CH3:25])=[O:21])[CH2:16][CH2:15]3)=[CH:10][CH:11]=2)[O:6]1. (3) Given the reactants [Si]([O:8][CH2:9][CH2:10][O:11][C:12]1[CH:21]=[C:20]2[C:15]([N:16]=[CH:17][C:18]([C:22]3[CH:27]=[CH:26][C:25]([N:28]([C:36]([O:38][C:39]([CH3:42])([CH3:41])[CH3:40])=[O:37])[C:29]([O:31][C:32]([CH3:35])([CH3:34])[CH3:33])=[O:30])=[CH:24][CH:23]=3)=[N:19]2)=[CH:14][CH:13]=1)(C(C)(C)C)(C)C.[F-].C([N+](CCCC)(CCCC)CCCC)CCC, predict the reaction product. The product is: [OH:8][CH2:9][CH2:10][O:11][C:12]1[CH:21]=[C:20]2[C:15]([N:16]=[CH:17][C:18]([C:22]3[CH:23]=[CH:24][C:25]([N:28]([C:29]([O:31][C:32]([CH3:35])([CH3:34])[CH3:33])=[O:30])[C:36]([O:38][C:39]([CH3:42])([CH3:40])[CH3:41])=[O:37])=[CH:26][CH:27]=3)=[N:19]2)=[CH:14][CH:13]=1. (4) Given the reactants [CH2:1]([OH:8])[CH2:2][CH2:3][CH2:4][CH2:5][CH2:6][OH:7].[CH3:9][C:10]1[CH:15]=[CH:14][C:13]([S:16](Cl)(=[O:18])=[O:17])=[CH:12][CH:11]=1, predict the reaction product. The product is: [CH3:9][C:10]1[CH:15]=[CH:14][C:13]([S:16]([O:7][CH2:6][CH2:5][CH2:4][CH2:3][CH2:2][CH2:1][OH:8])(=[O:18])=[O:17])=[CH:12][CH:11]=1. (5) Given the reactants CC1[N:3]([C:8]2[N:9]=[C:10]([CH3:24])[C:11]3[CH:17]=[CH:16][C:15](=[O:18])[N:14]([N:19]4[CH2:23][CH2:22][CH2:21][CH2:20]4)[C:12]=3[N:13]=2)C(C)=CC=1, predict the reaction product. The product is: [NH2:3][C:8]1[N:9]=[C:10]([CH3:24])[C:11]2[CH:17]=[CH:16][C:15](=[O:18])[N:14]([N:19]3[CH2:23][CH2:22][CH2:21][CH2:20]3)[C:12]=2[N:13]=1. (6) Given the reactants [NH2:1][CH:2]1[CH2:6][CH2:5][N:4]([C:7]2[N:12]=[C:11]([NH:13][C@H:14]([C:16]3[CH:21]=[CH:20][C:19]([F:22])=[CH:18][CH:17]=3)[CH3:15])[N:10]=[C:9]([NH:23][C:24]3[CH:29]=[N:28][CH:27]=[CH:26][N:25]=3)[CH:8]=2)[CH2:3]1.C(N(CC)C(C)C)(C)C.[CH3:39][S:40](Cl)(=[O:42])=[O:41].O, predict the reaction product. The product is: [F:22][C:19]1[CH:20]=[CH:21][C:16]([C@@H:14]([NH:13][C:11]2[N:12]=[C:7]([N:4]3[CH2:5][CH2:6][CH:2]([NH:1][S:40]([CH3:39])(=[O:42])=[O:41])[CH2:3]3)[CH:8]=[C:9]([NH:23][C:24]3[CH:29]=[N:28][CH:27]=[CH:26][N:25]=3)[N:10]=2)[CH3:15])=[CH:17][CH:18]=1. (7) Given the reactants [Cl:1][C:2]1[CH:3]=[CH:4][C:5]([O:21][CH2:22][C:23]([N:25]2[CH2:30][C@H:29]([CH3:31])[N:28]([CH2:32][C:33]3[CH:38]=[CH:37][C:36]([F:39])=[CH:35][CH:34]=3)[CH2:27][C@H:26]2[CH3:40])=[O:24])=[C:6]([S:8]([NH:11][C:12](=[O:20])[C:13]([O:16]C(=O)C)([CH3:15])[CH3:14])(=[O:10])=[O:9])[CH:7]=1.O.[OH-].[Li+], predict the reaction product. The product is: [Cl:1][C:2]1[CH:3]=[CH:4][C:5]([O:21][CH2:22][C:23]([N:25]2[CH2:30][C@H:29]([CH3:31])[N:28]([CH2:32][C:33]3[CH:34]=[CH:35][C:36]([F:39])=[CH:37][CH:38]=3)[CH2:27][C@H:26]2[CH3:40])=[O:24])=[C:6]([S:8]([NH:11][C:12](=[O:20])[C:13]([OH:16])([CH3:14])[CH3:15])(=[O:10])=[O:9])[CH:7]=1.